This data is from Forward reaction prediction with 1.9M reactions from USPTO patents (1976-2016). The task is: Predict the product of the given reaction. (1) The product is: [Br:9][C:10]1[C:11]([F:17])=[CH:12][CH:13]=[C:14]([F:16])[C:15]=1[CH:21]=[O:22]. Given the reactants [Li+].CC([N-]C(C)C)C.[Br:9][C:10]1[CH:15]=[C:14]([F:16])[CH:13]=[CH:12][C:11]=1[F:17].CN([CH:21]=[O:22])C.OS(O)(=O)=O, predict the reaction product. (2) Given the reactants C([O:4][CH2:5][CH2:6][N:7]1[C:12](=[O:13])[C:11]([C:14]2[N:18]([C:19]3[CH:24]=[CH:23][C:22]([C:25]#[N:26])=[CH:21][CH:20]=3)[N:17]=[CH:16][C:15]=2Br)=[C:10]([CH3:28])[N:9]([C:29]2[CH:34]=[CH:33][CH:32]=[C:31]([C:35]([F:38])([F:37])[F:36])[CH:30]=2)[C:8]1=[O:39])(=O)C.[C:40](B1OC(C)(C)C(C)(C)O1)([CH3:42])=[CH2:41].C(=O)([O-])[O-].[Na+].[Na+].O, predict the reaction product. The product is: [OH:4][CH2:5][CH2:6][N:7]1[C:12](=[O:13])[C:11]([C:14]2[N:18]([C:19]3[CH:24]=[CH:23][C:22]([C:25]#[N:26])=[CH:21][CH:20]=3)[N:17]=[CH:16][C:15]=2[CH:40]([CH3:42])[CH3:41])=[C:10]([CH3:28])[N:9]([C:29]2[CH:34]=[CH:33][CH:32]=[C:31]([C:35]([F:37])([F:38])[F:36])[CH:30]=2)[C:8]1=[O:39]. (3) Given the reactants C(Cl)CCl.[O:5]1[CH2:10][CH2:9][NH:8][C:7]2[N:11]=[CH:12][C:13](/[CH:15]=[CH:16]/[C:17]([OH:19])=O)=[CH:14][C:6]1=2.[CH3:20][N:21]1[C:29]2[C:24](=[CH:25][CH:26]=[CH:27][CH:28]=2)[CH:23]=[C:22]1[CH2:30][NH:31][CH3:32].C1C=CC2N(O)N=NC=2C=1.O.CCN(CC)CC, predict the reaction product. The product is: [O:5]1[CH2:10][CH2:9][NH:8][C:7]2[N:11]=[CH:12][C:13](/[CH:15]=[CH:16]/[C:17]([N:31]([CH3:32])[CH2:30][C:22]3[N:21]([CH3:20])[C:29]4[C:24]([CH:23]=3)=[CH:25][CH:26]=[CH:27][CH:28]=4)=[O:19])=[CH:14][C:6]1=2.